Task: Predict the product of the given reaction.. Dataset: Forward reaction prediction with 1.9M reactions from USPTO patents (1976-2016) (1) Given the reactants [N+]([O-])(O)=O.[N+:5]([C:8]1[CH:9]=[C:10]2[C:14](=[CH:15][CH:16]=1)[CH2:13][NH:12][CH2:11]2)([O-:7])=[O:6].C(N(CC)CC)C.[C:24](O[C:24]([O:26][C:27]([CH3:30])([CH3:29])[CH3:28])=[O:25])([O:26][C:27]([CH3:30])([CH3:29])[CH3:28])=[O:25], predict the reaction product. The product is: [C:27]([O:26][C:24]([N:12]1[CH2:11][C:10]2[C:14](=[CH:15][CH:16]=[C:8]([N+:5]([O-:7])=[O:6])[CH:9]=2)[CH2:13]1)=[O:25])([CH3:30])([CH3:29])[CH3:28]. (2) Given the reactants [CH3:1][N:2]([CH2:21][C:22]#[CH:23])[C:3](=[O:20])[O:4][CH2:5][C@H:6]([NH:13][C:14](=[O:19])[CH2:15][N:16]=[N+:17]=[N-:18])[C:7]1[CH:12]=[CH:11][CH:10]=[CH:9][CH:8]=1, predict the reaction product. The product is: [CH3:1][N:2]1[CH2:21][C:22]2=[CH:23][N:16]([N:17]=[N:18]2)[CH2:15][C:14](=[O:19])[NH:13][C@H:6]([C:7]2[CH:12]=[CH:11][CH:10]=[CH:9][CH:8]=2)[CH2:5][O:4][C:3]1=[O:20]. (3) The product is: [CH3:1][O:2][C:3]1[CH:8]=[CH:7][C:6]([C:9]2([C:10]#[N:11])[CH2:19][CH2:18][O:17][CH2:16][CH2:15]2)=[CH:5][CH:4]=1. Given the reactants [CH3:1][O:2][C:3]1[CH:8]=[CH:7][C:6]([CH2:9][C:10]#[N:11])=[CH:5][CH:4]=1.[H-].[Na+].Cl[CH2:15][CH2:16][O:17][CH2:18][CH2:19]Cl, predict the reaction product. (4) Given the reactants [Cl:1][C:2]1[CH:3]=[C:4]([NH:8][C:9](=[O:17])[C:10]2[CH:15]=[CH:14][C:13](F)=[N:12][CH:11]=2)[CH:5]=[CH:6][CH:7]=1.[CH3:18][N:19](C)[CH:20]=O, predict the reaction product. The product is: [Cl:1][C:2]1[CH:3]=[C:4]([NH:8][C:9](=[O:17])[C:10]2[CH:15]=[CH:14][C:13]([N:19]([CH3:20])[CH3:18])=[N:12][CH:11]=2)[CH:5]=[CH:6][CH:7]=1. (5) The product is: [CH2:23]([N:25]([CH:26]([CH3:35])[C:27](=[O:28])[C:29]1[CH:34]=[CH:33][CH:32]=[CH:31][CH:30]=1)[C:1]([C:4]1[N:5]=[C:6]([CH:9]2[CH2:14][CH2:13][N:12]([C:15]([O:17][C:18]([CH3:21])([CH3:20])[CH3:19])=[O:16])[CH2:11][CH2:10]2)[S:7][CH:8]=1)=[O:3])[CH3:24]. Given the reactants [C:1]([C:4]1[N:5]=[C:6]([CH:9]2[CH2:14][CH2:13][N:12]([C:15]([O:17][C:18]([CH3:21])([CH3:20])[CH3:19])=[O:16])[CH2:11][CH2:10]2)[S:7][CH:8]=1)([OH:3])=O.Cl.[CH2:23]([NH:25][CH:26]([CH3:35])[C:27]([C:29]1[CH:34]=[CH:33][CH:32]=[CH:31][CH:30]=1)=[O:28])[CH3:24].CN(C(ON1N=NC2C=CC=CC1=2)=[N+](C)C)C.F[P-](F)(F)(F)(F)F.C(N(C(C)C)C(C)C)C, predict the reaction product. (6) Given the reactants CS(O[CH2:6][C:7]1[C:8]([C:22](=[O:29])[NH:23][C@H:24]([CH:26]([CH3:28])[CH3:27])[CH3:25])=[N:9][O:10][C:11]=1[C:12]1[CH:17]=[CH:16][C:15]([C:18]([F:21])([F:20])[F:19])=[CH:14][CH:13]=1)(=O)=O.CCN(C(C)C)C(C)C.[F:39][C:40]([F:50])([F:49])[C:41]1[CH:48]=[CH:47][C:44]([CH2:45][NH2:46])=[CH:43][CH:42]=1, predict the reaction product. The product is: [CH3:27][CH:26]([CH3:28])[C@@H:24]([NH:23][C:22]([C:8]1[C:7]([CH2:6][NH:46][CH2:45][C:44]2[CH:43]=[CH:42][C:41]([C:40]([F:39])([F:49])[F:50])=[CH:48][CH:47]=2)=[C:11]([C:12]2[CH:13]=[CH:14][C:15]([C:18]([F:19])([F:21])[F:20])=[CH:16][CH:17]=2)[O:10][N:9]=1)=[O:29])[CH3:25].